From a dataset of Buchwald-Hartwig C-N cross coupling reaction yields with 55,370 reactions. Predict the reaction yield, written as a fraction of the theoretical maximum amount of product (1.0 means a 100% yield; for example, 0.34 means a 34% yield). The reactants are COc1ccc(I)cc1.Cc1ccc(N)cc1.O=S(=O)(O[Pd]1c2ccccc2-c2ccccc2N~1)C(F)(F)F.CC(C)c1cc(C(C)C)c(-c2ccccc2P(C(C)(C)C)C(C)(C)C)c(C(C)C)c1.CN1CCCN2CCCN=C12.Cc1ccno1. No catalyst specified. The product is COc1ccc(Nc2ccc(C)cc2)cc1. The yield is 0.531.